This data is from Forward reaction prediction with 1.9M reactions from USPTO patents (1976-2016). The task is: Predict the product of the given reaction. Given the reactants Br[C:2]1[CH:7]=[C:6]([F:8])[C:5]([F:9])=[CH:4][C:3]=1[C:10]1[N:14]([C:15]([CH3:18])([CH3:17])[CH3:16])[N:13]=[CH:12][C:11]=1[C@@H:19]([CH:34]1[CH2:36][CH2:35]1)[NH:20][S:21]([C:24]1[CH:29]=[CH:28][C:27]([C:30]([F:33])([F:32])[F:31])=[CH:26][CH:25]=1)(=[O:23])=[O:22].P([O-])([O-])([O-])=O.[K+].[K+].[K+].CNCCNC, predict the reaction product. The product is: [C:15]([N:14]1[C:10]2[C:3]3[CH:4]=[C:5]([F:9])[C:6]([F:8])=[CH:7][C:2]=3[N:20]([S:21]([C:24]3[CH:25]=[CH:26][C:27]([C:30]([F:31])([F:33])[F:32])=[CH:28][CH:29]=3)(=[O:22])=[O:23])[C@H:19]([CH:34]3[CH2:36][CH2:35]3)[C:11]=2[CH:12]=[N:13]1)([CH3:16])([CH3:18])[CH3:17].